This data is from Full USPTO retrosynthesis dataset with 1.9M reactions from patents (1976-2016). The task is: Predict the reactants needed to synthesize the given product. (1) Given the product [F:17][C:2]([F:1])([S:13]([O-:16])(=[O:15])=[O:14])[C:3]([F:11])([F:12])[C:4]([F:10])([F:9])[C:5]([F:8])([F:7])[F:6].[C:49]([O:18][C:19]1[CH:24]=[CH:23][C:22]([S+:25]([C:32]2[CH:33]=[CH:34][C:35]([O:38][C:40](=[O:41])[CH3:42])=[CH:36][CH:37]=2)[C:26]2[CH:31]=[CH:30][CH:29]=[CH:28][CH:27]=2)=[CH:21][CH:20]=1)(=[O:51])[CH3:50], predict the reactants needed to synthesize it. The reactants are: [F:1][C:2]([F:17])([S:13]([O-:16])(=[O:15])=[O:14])[C:3]([F:12])([F:11])[C:4]([F:10])([F:9])[C:5]([F:8])([F:7])[F:6].[OH:18][C:19]1[CH:24]=[CH:23][C:22]([S+:25]([C:32]2[CH:37]=[CH:36][C:35]([OH:38])=[CH:34][CH:33]=2)[C:26]2[CH:31]=[CH:30][CH:29]=[CH:28][CH:27]=2)=[CH:21][CH:20]=1.C[C:40]([CH3:42])=[O:41].C(=O)([O-])[O-].[K+].[K+].[C:49](OC(=O)C)(=[O:51])[CH3:50]. (2) Given the product [Si:1]([O:8][CH2:9][C@@H:10]([NH:18][S:19]([C:22]1[CH:30]=[CH:29][C:25]2[N:26]=[CH:27][S:28][C:24]=2[CH:23]=1)(=[O:21])=[O:20])[C:11]1[S:12][C:13](/[CH:16]=[N:37]\[S:35]([C:32]([CH3:34])([CH3:33])[CH3:31])=[O:36])=[CH:14][CH:15]=1)([C:4]([CH3:7])([CH3:6])[CH3:5])([CH3:3])[CH3:2], predict the reactants needed to synthesize it. The reactants are: [Si:1]([O:8][CH2:9][C@@H:10]([NH:18][S:19]([C:22]1[CH:30]=[CH:29][C:25]2[N:26]=[CH:27][S:28][C:24]=2[CH:23]=1)(=[O:21])=[O:20])[C:11]1[S:12][C:13]([CH:16]=O)=[CH:14][CH:15]=1)([C:4]([CH3:7])([CH3:6])[CH3:5])([CH3:3])[CH3:2].[CH3:31][C:32]([S:35]([NH2:37])=[O:36])([CH3:34])[CH3:33]. (3) Given the product [CH2:39]([O:38][C:37](=[O:46])[NH:36][C:7]1[C:8]([C:12]([NH:14][C:15]2[CH:16]=[N:17][CH:18]=[CH:19][C:20]=2[N:21]2[CH2:26][C@H:25]([CH3:27])[CH2:24][C@H:23]([NH:28][C:29]([O:31][C:32]([CH3:33])([CH3:34])[CH3:35])=[O:30])[CH2:22]2)=[O:13])=[N:9][C:10]2[C:5]([CH:6]=1)=[CH:4][CH:3]=[C:2]([C:69]1[CH2:74][CH2:73][O:72][CH2:71][CH:70]=1)[CH:11]=2)[C:40]1[CH:45]=[CH:44][CH:43]=[CH:42][CH:41]=1, predict the reactants needed to synthesize it. The reactants are: Br[C:2]1[CH:11]=[C:10]2[C:5]([CH:6]=[C:7]([NH:36][C:37](=[O:46])[O:38][CH2:39][C:40]3[CH:45]=[CH:44][CH:43]=[CH:42][CH:41]=3)[C:8]([C:12]([NH:14][C:15]3[CH:16]=[N:17][CH:18]=[CH:19][C:20]=3[N:21]3[CH2:26][C@H:25]([CH3:27])[CH2:24][C@H:23]([NH:28][C:29]([O:31][C:32]([CH3:35])([CH3:34])[CH3:33])=[O:30])[CH2:22]3)=[O:13])=[N:9]2)=[CH:4][CH:3]=1.[O-]P([O-])([O-])=O.[K+].[K+].[K+].O1CCOCC1.CC1(C)C(C)(C)OB([C:69]2[CH2:70][CH2:71][O:72][CH2:73][CH:74]=2)O1. (4) Given the product [C:10]1([N:9]2[C:18]([C:17]([Cl:22])([Cl:21])[Cl:16])=[N:1][C:2]([C:3]([O:5][CH2:6][CH3:7])=[O:4])=[N:8]2)[CH:15]=[CH:14][CH:13]=[CH:12][CH:11]=1, predict the reactants needed to synthesize it. The reactants are: [NH2:1]/[C:2](=[N:8]\[NH:9][C:10]1[CH:15]=[CH:14][CH:13]=[CH:12][CH:11]=1)/[C:3]([O:5][CH2:6][CH3:7])=[O:4].[Cl:16][C:17]([Cl:22])([Cl:21])[C:18](Cl)=O.C(OCC)(=O)C. (5) Given the product [CH2:20]([NH:19][C:16]1[CH:17]=[CH:18][C:13]([O:12][C:6]2[C:5]3[C:10](=[CH:11][C:2]([OH:1])=[C:3]([O:28][CH3:29])[CH:4]=3)[N:9]=[CH:8][CH:7]=2)=[CH:14][CH:15]=1)[C:21]1[CH:22]=[CH:23][CH:24]=[CH:25][CH:26]=1, predict the reactants needed to synthesize it. The reactants are: [OH:1][C:2]1[CH:11]=[C:10]2[C:5]([C:6]([O:12][C:13]3[CH:18]=[CH:17][C:16]([NH:19][C:20](=O)[C:21]4[CH:26]=[CH:25][CH:24]=[CH:23][CH:22]=4)=[CH:15][CH:14]=3)=[CH:7][CH:8]=[N:9]2)=[CH:4][C:3]=1[O:28][CH3:29].[H-].[H-].[H-].[H-].[Li+].[Al+3]. (6) The reactants are: [OH:1][CH2:2][CH2:3][CH2:4][N:5]1[CH2:9][CH2:8][CH2:7][CH2:6]1.C1(P(C2C=CC=CC=2)C2C=CC=CC=2)C=CC=CC=1.O[C:30]1([C:36]2[CH:41]=[CH:40][CH:39]=[CH:38][CH:37]=2)[CH:35]=[CH:34][CH:33]=[CH:32][CH2:31]1.N(C(OC(C)C)=O)=NC(OC(C)C)=O. Given the product [C:30]1([C:36]2[CH:37]=[CH:38][CH:39]=[CH:40][CH:41]=2)[CH:35]=[CH:34][C:33]([O:1][CH2:2][CH2:3][CH2:4][N:5]2[CH2:9][CH2:8][CH2:7][CH2:6]2)=[CH:32][CH:31]=1, predict the reactants needed to synthesize it. (7) Given the product [CH3:16][C:15]([CH3:17])([CH3:5])[CH2:2][CH:1]([OH:3])[C:28]([OH:31])=[O:29], predict the reactants needed to synthesize it. The reactants are: [C:1](Cl)(=[O:3])[CH3:2].[C:5](Cl)(=O)C(Cl)=O.C(N(CC)[CH:15]([CH3:17])[CH3:16])(C)C.C1([C@@H]2C[O:29][C:28](=[O:31])N2)C=CC=CC=1.